Task: Predict the reaction yield, written as a fraction of the theoretical maximum amount of product (1.0 means a 100% yield; for example, 0.34 means a 34% yield).. Dataset: Reaction yield outcomes from USPTO patents with 853,638 reactions (1) The reactants are C([O:3][C:4]([CH:6]1[CH2:10][CH2:9][N:8]([C:11]2[CH:16]=[CH:15][C:14]([O:17][CH2:18][C:19]3[CH:24]=[CH:23][CH:22]=[C:21]([F:25])[CH:20]=3)=[CH:13][CH:12]=2)[C:7]1=[O:26])=O)C.[CH3:27][NH2:28].O. The catalyst is CN(C)C=O.C(O)C. The product is [CH3:27][NH:28][C:4]([CH:6]1[CH2:10][CH2:9][N:8]([C:11]2[CH:16]=[CH:15][C:14]([O:17][CH2:18][C:19]3[CH:24]=[CH:23][CH:22]=[C:21]([F:25])[CH:20]=3)=[CH:13][CH:12]=2)[C:7]1=[O:26])=[O:3]. The yield is 0.140. (2) The reactants are [Cl:1][C:2]1[CH:3]=[C:4]([N:9]2[CH2:14][CH2:13][NH:12][CH2:11][CH2:10]2)[CH:5]=[CH:6][C:7]=1[Cl:8].N1C(C)=CC=CC=1C.[I-].[K+].Br[CH2:26][CH2:27][CH:28]=[C:29]1[C:35]2[CH:36]=[CH:37][CH:38]=[N:39][C:34]=2[CH2:33][O:32][C:31]2[CH:40]=[CH:41][C:42]([C:44]([OH:47])([CH3:46])[CH3:45])=[CH:43][C:30]1=2. The catalyst is C(O)(C)C. The product is [Cl:1][C:2]1[CH:3]=[C:4]([N:9]2[CH2:14][CH2:13][N:12]([CH2:26][CH2:27][CH:28]=[C:29]3[C:35]4[CH:36]=[CH:37][CH:38]=[N:39][C:34]=4[CH2:33][O:32][C:31]4[CH:40]=[CH:41][C:42]([C:44]([OH:47])([CH3:46])[CH3:45])=[CH:43][C:30]3=4)[CH2:11][CH2:10]2)[CH:5]=[CH:6][C:7]=1[Cl:8]. The yield is 0.690. (3) The reactants are [F:1][C:2]1[C:3]([OH:10])=[C:4]([CH:7]=[CH:8][CH:9]=1)[CH:5]=O.[CH3:11][O:12][CH2:13][CH2:14][O:15][CH2:16]Cl.[CH3:18][O:19][C:20]1[CH:21]=[C:22]([CH:26]=[CH:27][C:28]=1[O:29][CH3:30])[CH2:23][C:24]#[N:25]. No catalyst specified. The product is [CH3:18][O:19][C:20]1[CH:21]=[C:22](/[C:23](=[CH:5]/[C:4]2[CH:7]=[CH:8][CH:9]=[C:2]([F:1])[C:3]=2[O:10][CH2:11][O:12][CH2:13][CH2:14][O:15][CH3:16])/[C:24]#[N:25])[CH:26]=[CH:27][C:28]=1[O:29][CH3:30]. The yield is 0.580.